Regression. Given two drug SMILES strings and cell line genomic features, predict the synergy score measuring deviation from expected non-interaction effect. From a dataset of NCI-60 drug combinations with 297,098 pairs across 59 cell lines. Drug 1: CN(C)C1=NC(=NC(=N1)N(C)C)N(C)C. Drug 2: CCN(CC)CCCC(C)NC1=C2C=C(C=CC2=NC3=C1C=CC(=C3)Cl)OC. Cell line: TK-10. Synergy scores: CSS=22.7, Synergy_ZIP=4.63, Synergy_Bliss=8.39, Synergy_Loewe=-5.54, Synergy_HSA=4.25.